Dataset: Forward reaction prediction with 1.9M reactions from USPTO patents (1976-2016). Task: Predict the product of the given reaction. (1) Given the reactants [C:1]([O:5][C:6]([N:8]1[CH2:13][CH2:12][C:11]([F:17])([C:14]([OH:16])=O)[CH2:10][CH2:9]1)=[O:7])([CH3:4])([CH3:3])[CH3:2].[F:18][C:19]([F:29])([F:28])[O:20][C:21]1[CH:27]=[CH:26][C:24]([NH2:25])=[CH:23][CH:22]=1, predict the reaction product. The product is: [C:1]([O:5][C:6]([N:8]1[CH2:9][CH2:10][C:11]([F:17])([C:14](=[O:16])[NH:25][C:24]2[CH:26]=[CH:27][C:21]([O:20][C:19]([F:18])([F:28])[F:29])=[CH:22][CH:23]=2)[CH2:12][CH2:13]1)=[O:7])([CH3:2])([CH3:3])[CH3:4]. (2) Given the reactants [Cl:1][C:2]1[S:6][C:5](/[CH:7]=[CH:8]/[S:9]([NH:12][C@H:13]2[CH2:17][CH2:16][N:15]([C:18]3[CH:23]=[CH:22][C:21]([CH:24](O)[CH3:25])=[CH:20][C:19]=3[F:27])[C:14]2=[O:28])(=[O:11])=[O:10])=[CH:4][CH:3]=1.C(Br)(Br)(Br)[Br:30].C1(P(C2C=CC=CC=2)C2C=CC=CC=2)C=CC=CC=1, predict the reaction product. The product is: [Br:30][CH:24]([C:21]1[CH:22]=[CH:23][C:18]([N:15]2[CH2:16][CH2:17][C@H:13]([NH:12][S:9](/[CH:8]=[CH:7]/[C:5]3[S:6][C:2]([Cl:1])=[CH:3][CH:4]=3)(=[O:11])=[O:10])[C:14]2=[O:28])=[C:19]([F:27])[CH:20]=1)[CH3:25]. (3) The product is: [CH:27]1([NH:26][C:22]2[N:21]=[C:20]([C:8]3[N:4]4[CH:5]=[CH:6][CH:7]=[C:2]([N:32]5[CH2:37][CH2:36][O:35][CH2:34][CH2:33]5)[C:3]4=[N:10][C:9]=3[C:11]3[CH:16]=[CH:15][CH:14]=[C:13]([N+:17]([O-:19])=[O:18])[CH:12]=3)[CH:25]=[CH:24][N:23]=2)[CH2:28][CH2:29][CH2:30][CH2:31]1. Given the reactants Cl[C:2]1[C:3]2[N:4]([C:8]([C:20]3[CH:25]=[CH:24][N:23]=[C:22]([NH:26][CH:27]4[CH2:31][CH2:30][CH2:29][CH2:28]4)[N:21]=3)=[C:9]([C:11]3[CH:16]=[CH:15][CH:14]=[C:13]([N+:17]([O-:19])=[O:18])[CH:12]=3)[N:10]=2)[CH:5]=[CH:6][CH:7]=1.[NH:32]1[CH2:37][CH2:36][O:35][CH2:34][CH2:33]1, predict the reaction product.